Dataset: Catalyst prediction with 721,799 reactions and 888 catalyst types from USPTO. Task: Predict which catalyst facilitates the given reaction. (1) Reactant: [C:1]([CH2:3][NH:4][C:5]([C@@H:7]1[CH2:12][CH2:11][CH2:10][CH2:9][C@H:8]1[CH2:13][S:14]([C:17]1[CH:22]=[CH:21][C:20]([S:23][CH2:24][CH2:25][NH:26]C(OC(C)(C)C)=O)=[CH:19][CH:18]=1)(=[O:16])=[O:15])=[O:6])#[N:2].[CH3:34][S:35]([OH:38])(=[O:37])=[O:36].CCOCC. Product: [S:35]([OH:38])(=[O:37])(=[O:36])[CH3:34].[C:1]([CH2:3][NH:4][C:5]([C@@H:7]1[CH2:12][CH2:11][CH2:10][CH2:9][C@H:8]1[CH2:13][S:14]([C:17]1[CH:22]=[CH:21][C:20]([S:23][CH2:24][CH2:25][NH2:26])=[CH:19][CH:18]=1)(=[O:15])=[O:16])=[O:6])#[N:2]. The catalyst class is: 7. (2) Reactant: FC(F)(F)C([NH:5][CH2:6][CH2:7][CH2:8][C:9]1[CH:14]=[CH:13][CH:12]=[C:11]([C:15]#[C:16][C:17]([OH:24])([CH:21]([CH3:23])[CH3:22])[CH:18]([CH3:20])[CH3:19])[CH:10]=1)=O.C(Cl)Cl.N. Product: [NH2:5][CH2:6][CH2:7][CH2:8][C:9]1[CH:10]=[C:11]([C:15]#[C:16][C:17]([CH:21]([CH3:23])[CH3:22])([OH:24])[CH:18]([CH3:20])[CH3:19])[CH:12]=[CH:13][CH:14]=1. The catalyst class is: 5. (3) Reactant: [Br:1][C:2]1[CH:3]=[N:4][N:5]([CH3:16])[C:6]=1[C:7]1[CH:8]=[C:9]([C:13]([OH:15])=O)[S:10][C:11]=1[Cl:12].[NH2:17][C@@H:18]([CH2:31][C:32]1[CH:37]=[CH:36][CH:35]=[C:34]([F:38])[CH:33]=1)[CH2:19][N:20]1[C:28](=[O:29])[C:27]2[C:22](=[CH:23][CH:24]=[CH:25][CH:26]=2)[C:21]1=[O:30].CC(OC(N[C@H](C(O)=O)CC1C=CC=CC=1C(F)(F)F)=O)(C)C.C1CN([P+](Br)(N2CCCC2)N2CCCC2)CC1.F[P-](F)(F)(F)(F)F.CCN(C(C)C)C(C)C. Product: [Br:1][C:2]1[CH:3]=[N:4][N:5]([CH3:16])[C:6]=1[C:7]1[CH:8]=[C:9]([C:13]([NH:17][C@@H:18]([CH2:31][C:32]2[CH:37]=[CH:36][CH:35]=[C:34]([F:38])[CH:33]=2)[CH2:19][N:20]2[C:28](=[O:29])[C:27]3[C:22](=[CH:23][CH:24]=[CH:25][CH:26]=3)[C:21]2=[O:30])=[O:15])[S:10][C:11]=1[Cl:12]. The catalyst class is: 22. (4) Reactant: C(OC(NC(C)(C([NH:13][CH:14]1[C@@H:21]2[N:17]([CH2:18][C@H:19]([O:29][C@@H:30]([C:32]3[CH:37]=[C:36]([C:38]([F:41])([F:40])[F:39])[CH:35]=[C:34]([C:42]([F:45])([F:44])[F:43])[CH:33]=3)[CH3:31])[C@H:20]2[C:22]2[CH:27]=[CH:26][C:25]([F:28])=[CH:24][CH:23]=2)[C:16](=[O:46])[CH2:15]1)=O)C)=O)(C)(C)C.Cl.N[CH:50]1C2N(CC(O[C@@H](C3C=C(C(F)(F)F)C=C(C(F)(F)F)C=3)C)C2C2C=CC(F)=CC=2)C(=O)C1. Product: [NH2:13][CH:14]1[CH:21]2[N:17]([CH2:18][CH:19]([O:29][C@@H:30]([C:32]3[CH:33]=[C:34]([C:42]([F:45])([F:44])[F:43])[CH:35]=[C:36]([C:38]([F:39])([F:41])[F:40])[CH:37]=3)[CH3:31])[CH:20]2[C:22]2[CH:27]=[CH:26][C:25]([F:28])=[CH:24][C:23]=2[CH3:50])[C:16](=[O:46])[CH2:15]1. The catalyst class is: 100. (5) Reactant: [CH3:1]N(C)C1C2C(=CC=CC=2N(C)C)C=CC=1.[OH:17][CH2:18][C@@H:19]1[N:24]([C:25]([O:27][CH2:28][C:29]2[CH:34]=[CH:33][CH:32]=[CH:31][CH:30]=2)=[O:26])[CH2:23][C@@H:22]([C:35]([O:37][CH3:38])=[O:36])[CH2:21][CH2:20]1.C([O-])(O)=O.[Na+].C1COCC1. Product: [CH3:1][O:17][CH2:18][C@@H:19]1[N:24]([C:25]([O:27][CH2:28][C:29]2[CH:34]=[CH:33][CH:32]=[CH:31][CH:30]=2)=[O:26])[CH2:23][C@@H:22]([C:35]([O:37][CH3:38])=[O:36])[CH2:21][CH2:20]1. The catalyst class is: 4. (6) Reactant: F[C:2]1[CH:16]=[CH:15][C:5]2[C:6](=[O:14])[N:7]3[CH2:13][CH2:12][CH2:11][C@H:8]3[CH2:9][O:10][C:4]=2[CH:3]=1.[CH3:17][O-:18].[Na+]. Product: [CH3:17][O:18][C:2]1[CH:16]=[CH:15][C:5]2[C:6](=[O:14])[N:7]3[CH2:13][CH2:12][CH2:11][C@H:8]3[CH2:9][O:10][C:4]=2[CH:3]=1. The catalyst class is: 35.